Dataset: Forward reaction prediction with 1.9M reactions from USPTO patents (1976-2016). Task: Predict the product of the given reaction. (1) Given the reactants [F:1][C:2]1[CH:10]=[C:9]2[C:5]([C:6](=[O:12])[C:7](=[O:11])[NH:8]2)=[CH:4][CH:3]=1.Cl[C:14]1[CH:22]=[CH:21][CH:20]=[C:19]2[C:15]=1[C:16](=O)[C:17](=O)N2, predict the reaction product. The product is: [C:15]1([CH:16]([C:17]2[CH:9]=[CH:10][CH:2]=[CH:3][CH:4]=2)[N:8]2[C:9]3[C:5](=[CH:4][CH:3]=[C:2]([F:1])[CH:10]=3)[C:6](=[O:12])[C:7]2=[O:11])[CH:19]=[CH:20][CH:21]=[CH:22][CH:14]=1. (2) Given the reactants [F:1][C:2]1[CH:3]=[C:4]2[C:13](=[CH:14][CH:15]=1)[C:12]1[CH:11]=[CH:10][CH:9]=[CH:8][C:7]=1[N:6]([S:16]([C:19]1[CH:24]=[CH:23][C:22]([O:25]C)=[CH:21][CH:20]=1)(=[O:18])=[O:17])[C@@H:5]2[CH3:27].C1CCCCC=1.B(Br)(Br)Br.ClCCl, predict the reaction product. The product is: [F:1][C:2]1[CH:3]=[C:4]2[C:13](=[CH:14][CH:15]=1)[C:12]1[CH:11]=[CH:10][CH:9]=[CH:8][C:7]=1[N:6]([S:16]([C:19]1[CH:20]=[CH:21][C:22]([OH:25])=[CH:23][CH:24]=1)(=[O:18])=[O:17])[C@@H:5]2[CH3:27]. (3) Given the reactants [CH:1]1([NH:4][C:5](=[O:38])[C:6]2[CH:11]=[C:10]([C:12]3[CH:13]=[C:14]4[C:19](=[CH:20][CH:21]=3)[C:18](=[O:22])[N:17]([CH2:23][C:24]3[CH:29]=[CH:28][C:27]([S:30]([CH3:33])(=[O:32])=[O:31])=[CH:26][CH:25]=3)[CH:16]=[C:15]4[CH:34]=O)[C:9]([CH3:36])=[C:8]([F:37])[CH:7]=2)[CH2:3][CH2:2]1.[OH:39][CH2:40][C@H:41]1[CH2:46][NH:45][CH2:44][CH2:43][N:42]1C(OC(C)(C)C)=O, predict the reaction product. The product is: [CH:1]1([NH:4][C:5](=[O:38])[C:6]2[CH:11]=[C:10]([C:12]3[CH:13]=[C:14]4[C:19](=[CH:20][CH:21]=3)[C:18](=[O:22])[N:17]([CH2:23][C:24]3[CH:29]=[CH:28][C:27]([S:30]([CH3:33])(=[O:31])=[O:32])=[CH:26][CH:25]=3)[CH:16]=[C:15]4[CH2:34][N:45]3[CH2:44][CH2:43][NH:42][C@@H:41]([CH2:40][OH:39])[CH2:46]3)[C:9]([CH3:36])=[C:8]([F:37])[CH:7]=2)[CH2:3][CH2:2]1. (4) Given the reactants Cl[C:2]1[N:7]=[C:6]([O:8][CH2:9][C:10]([F:13])([F:12])[F:11])[N:5]=[C:4]([NH:14][C:15]2[CH:24]=[CH:23][C:18]([C:19]([O:21][CH3:22])=[O:20])=[C:17]([O:25][CH2:26][CH2:27][CH2:28][Cl:29])[CH:16]=2)[N:3]=1.[NH2:30][CH2:31][CH2:32][CH2:33][CH2:34][CH2:35][CH2:36][CH2:37][CH2:38][NH:39][C:40](=[O:46])[O:41][C:42]([CH3:45])([CH3:44])[CH3:43], predict the reaction product. The product is: [C:42]([O:41][C:40]([NH:39][CH2:38][CH2:37][CH2:36][CH2:35][CH2:34][CH2:33][CH2:32][CH2:31][NH:30][C:2]1[N:7]=[C:6]([O:8][CH2:9][C:10]([F:13])([F:12])[F:11])[N:5]=[C:4]([NH:14][C:15]2[CH:24]=[CH:23][C:18]([C:19]([O:21][CH3:22])=[O:20])=[C:17]([O:25][CH2:26][CH2:27][CH2:28][Cl:29])[CH:16]=2)[N:3]=1)=[O:46])([CH3:45])([CH3:44])[CH3:43]. (5) Given the reactants [CH3:1][C:2]1[S:3][C:4]([CH3:31])=[CH:5][C:6]=1[C:7]1[N:8]=[C:9]2[CH:14]=[CH:13][C:12]([N:15]3[CH2:20][CH2:19][N:18](C=O)[CH2:17][CH2:16]3)=[N:11][N:10]2[C:23]=1[C:24]1[CH:29]=[CH:28][N:27]=[C:26]([CH3:30])[CH:25]=1.N, predict the reaction product. The product is: [CH3:1][C:2]1[S:3][C:4]([CH3:31])=[CH:5][C:6]=1[C:7]1[N:8]=[C:9]2[CH:14]=[CH:13][C:12]([N:15]3[CH2:20][CH2:19][NH:18][CH2:17][CH2:16]3)=[N:11][N:10]2[C:23]=1[C:24]1[CH:29]=[CH:28][N:27]=[C:26]([CH3:30])[CH:25]=1. (6) Given the reactants [CH2:1]([O:3][P:4]([CH2:9]CO)(=[O:8])[O:5][CH2:6][CH3:7])[CH3:2].N1C(C)=CC=CC=1C.[F:20][C:21]([F:34])([F:33])[S:22]([O:25]S(C(F)(F)F)(=O)=O)(=[O:24])=[O:23], predict the reaction product. The product is: [F:20][C:21]([F:34])([F:33])[S:22]([O:25][CH2:9][P:4]([O:3][CH2:1][CH3:2])([O:5][CH2:6][CH3:7])=[O:8])(=[O:24])=[O:23]. (7) Given the reactants [CH3:1][C:2]1[CH:9]=[CH:8][C:5]([C:6]#[N:7])=[C:4]([NH2:10])[CH:3]=1.C(N(CC)CC)C.[C:18](Cl)(=[O:27])[C:19]1[C:20]([O:25][CH3:26])=[CH:21][CH:22]=[CH:23][CH:24]=1.O, predict the reaction product. The product is: [C:6]([C:5]1[CH:8]=[CH:9][C:2]([CH3:1])=[CH:3][C:4]=1[NH:10][C:18](=[O:27])[C:19]1[CH:24]=[CH:23][CH:22]=[CH:21][C:20]=1[O:25][CH3:26])#[N:7]. (8) Given the reactants [CH2:1]([O:3][C:4]1[CH:9]=[CH:8][C:7]([C:10](=[O:16])[CH2:11][CH2:12][C:13]([OH:15])=O)=[CH:6][CH:5]=1)[CH3:2].[C:17]1([C:23]2[C:32]3[C:27](=[CH:28][CH:29]=[CH:30][CH:31]=3)[N:26]=[C:25]([NH2:33])[CH:24]=2)[CH:22]=[CH:21][CH:20]=[CH:19][CH:18]=1.CCN=C=NCCCN(C)C.C1C=CC2N(O)N=NC=2C=1, predict the reaction product. The product is: [CH2:1]([O:3][C:4]1[CH:5]=[CH:6][C:7]([C:10](=[O:16])[CH2:11][CH2:12][C:13]([NH:33][C:25]2[CH:24]=[C:23]([C:17]3[CH:22]=[CH:21][CH:20]=[CH:19][CH:18]=3)[C:32]3[C:27](=[CH:28][CH:29]=[CH:30][CH:31]=3)[N:26]=2)=[O:15])=[CH:8][CH:9]=1)[CH3:2]. (9) The product is: [CH3:8][C:7]([NH2:10])([C:5]1[S:4][N:3]=[C:2]([CH3:1])[N:6]=1)[CH3:9]. Given the reactants [CH3:1][C:2]1[N:6]=[C:5]([C:7]([NH:10]C(=O)OC(C)(C)C)([CH3:9])[CH3:8])[S:4][N:3]=1.O, predict the reaction product. (10) The product is: [ClH:2].[Cl:2][CH2:3][CH2:4][CH2:5][CH:6]([C:18]1[CH:23]=[CH:22][C:21]([F:24])=[CH:20][CH:19]=1)[C:7]([NH:9][NH2:10])=[O:8]. Given the reactants Cl.[Cl:2][CH2:3][CH2:4][CH2:5][CH:6]([C:18]1[CH:23]=[CH:22][C:21]([F:24])=[CH:20][CH:19]=1)[C:7]([NH:9][NH:10]C(OC(C)(C)C)=O)=[O:8], predict the reaction product.